Dataset: Plasma protein binding rate (PPBR) regression data from AstraZeneca. Task: Regression/Classification. Given a drug SMILES string, predict its absorption, distribution, metabolism, or excretion properties. Task type varies by dataset: regression for continuous measurements (e.g., permeability, clearance, half-life) or binary classification for categorical outcomes (e.g., BBB penetration, CYP inhibition). For this dataset (ppbr_az), we predict Y. The drug is O=C1COc2ccccc2N1CCN1CCC(NCc2cc3c(cn2)OCCO3)CC1. The Y is 74.7 %.